Regression/Classification. Given a drug SMILES string, predict its absorption, distribution, metabolism, or excretion properties. Task type varies by dataset: regression for continuous measurements (e.g., permeability, clearance, half-life) or binary classification for categorical outcomes (e.g., BBB penetration, CYP inhibition). For this dataset (lipophilicity_astrazeneca), we predict Y. From a dataset of Experimental lipophilicity measurements (octanol/water distribution) for 4,200 compounds from AstraZeneca. (1) The Y is 2.87 logD. The compound is O=C(COc1ccccc1)c1ccccc1. (2) The molecule is Nc1ncc(-c2cnn(C3CCNCC3)c2)cc1-c1nc2ccccc2o1. The Y is 1.85 logD. (3) The Y is 1.60 logD. The drug is CC(C)COc1cc(OC(C)C)cc(C(=O)Nc2ccc(C(=O)O)cn2)c1. (4) The compound is COCCOc1ccc(Nc2ncc3cc(-c4ccncc4)ccc3n2)cc1. The Y is 3.10 logD. (5) The drug is CN1CCN(C(=O)c2cc3cc(F)ccc3[nH]2)CC1. The Y is 1.97 logD. (6) The molecule is CN[C@@H](C)C(=O)N[C@H](C(=O)N[C@H]1CCCN(CCc2ccccc2OC)C1)C(C)(C)C. The Y is 1.61 logD.